This data is from Catalyst prediction with 721,799 reactions and 888 catalyst types from USPTO. The task is: Predict which catalyst facilitates the given reaction. Reactant: C(OC([N:8]1[CH2:12][CH2:11][CH2:10][CH:9]1[C:13]1[S:17][N:16]=[C:15]([N:18]2[CH:22]=[CH:21][N:20]=[CH:19]2)[N:14]=1)=O)(C)(C)C. Product: [N:18]1([C:15]2[N:14]=[C:13]([CH:9]3[CH2:10][CH2:11][CH2:12][NH:8]3)[S:17][N:16]=2)[CH:22]=[CH:21][N:20]=[CH:19]1. The catalyst class is: 393.